Task: Regression/Classification. Given a drug SMILES string, predict its absorption, distribution, metabolism, or excretion properties. Task type varies by dataset: regression for continuous measurements (e.g., permeability, clearance, half-life) or binary classification for categorical outcomes (e.g., BBB penetration, CYP inhibition). Dataset: cyp2c19_veith.. Dataset: CYP2C19 inhibition data for predicting drug metabolism from PubChem BioAssay (1) The drug is CC(C)=C[C@H]1[C@@H](COC(=O)c2cc3c(cc2Cl)OCO3)C1(C)C. The result is 1 (inhibitor). (2) The molecule is C[C@@H](C(=O)NCC1CC1)[C@H]1C[C@]1(C)[C@H](NC(=O)OCc1ccccc1)c1ccccc1. The result is 1 (inhibitor). (3) The drug is C[N+]1(CC(=O)OCCCc2ccccc2)CCOCC1.[I-]. The result is 0 (non-inhibitor). (4) The compound is C[N+](C)(C)CCCCCC[N+](C)(C)C.O.O.[Br-].[Br-]. The result is 0 (non-inhibitor). (5) The molecule is CC(C)[C@H](CO)Nc1nc(Nc2cc(N)cc(Cl)c2)c2ncn(C(C)C)c2n1. The result is 0 (non-inhibitor). (6) The drug is COCC(=O)N1CCC[C@@]2(CCN(Cc3ccccc3OC)C2)C1. The result is 0 (non-inhibitor). (7) The compound is CC(C)CCOc1ccc(NC(=O)C2OC3OC(C)(C)OC3C3OC(C)(C)OC23)cc1. The result is 0 (non-inhibitor). (8) The result is 0 (non-inhibitor). The compound is CC(=C\C(=O)O)/C(=C/c1ccccc1)C(=O)O. (9) The compound is O=C(NNC(=O)C1CCN(S(=O)(=O)c2ccc(Cl)cc2)CC1)c1ccc(Cl)cc1. The result is 0 (non-inhibitor). (10) The drug is CS(=O)(=O)N1CCC[C@@]2(CCN(C(=O)Nc3cccc(C#N)c3)C2)C1. The result is 0 (non-inhibitor).